The task is: Predict the product of the given reaction.. This data is from Forward reaction prediction with 1.9M reactions from USPTO patents (1976-2016). Given the reactants [H-].[Na+].[CH2:3]([OH:10])[C:4]1[CH:9]=[CH:8][CH:7]=[CH:6][CH:5]=1.Cl[C:12]1[CH:13]=[CH:14][C:15]([N+:23]([O-:25])=[O:24])=[C:16]([CH:22]=1)[C:17]([N:19]([CH3:21])[CH3:20])=[O:18], predict the reaction product. The product is: [CH2:3]([O:10][C:12]1[CH:13]=[CH:14][C:15]([N+:23]([O-:25])=[O:24])=[C:16]([CH:22]=1)[C:17]([N:19]([CH3:21])[CH3:20])=[O:18])[C:4]1[CH:9]=[CH:8][CH:7]=[CH:6][CH:5]=1.